This data is from Full USPTO retrosynthesis dataset with 1.9M reactions from patents (1976-2016). The task is: Predict the reactants needed to synthesize the given product. Given the product [ClH:1].[F:13][C:10]1[CH:11]=[CH:12][C:7]([C:6]([N:5]([C:15]2[CH:20]=[CH:19][C:18]([O:21][CH3:22])=[CH:17][CH:16]=2)[NH2:4])=[O:14])=[CH:8][CH:9]=1, predict the reactants needed to synthesize it. The reactants are: [ClH:1].C(=[N:4][N:5]([C:15]1[CH:20]=[CH:19][C:18]([O:21][CH3:22])=[CH:17][CH:16]=1)[C:6](=[O:14])[C:7]1[CH:12]=[CH:11][C:10]([F:13])=[CH:9][CH:8]=1)C.